Dataset: Catalyst prediction with 721,799 reactions and 888 catalyst types from USPTO. Task: Predict which catalyst facilitates the given reaction. Reactant: Br[C:2]1[N:10]([CH3:11])[C:5]2=[N:6][CH:7]=[CH:8][CH:9]=[C:4]2[C:3]=1[C:12]1[CH:13]=[N:14][CH:15]=[CH:16][CH:17]=1.[B:18]1([B:18]2[O:22][C:21]([CH3:24])([CH3:23])[C:20]([CH3:26])([CH3:25])[O:19]2)[O:22][C:21]([CH3:24])([CH3:23])[C:20]([CH3:26])([CH3:25])[O:19]1.C([O-])(=O)C.[K+]. Product: [CH3:11][N:10]1[C:5]2=[N:6][CH:7]=[C:8]([B:18]3[O:22][C:21]([CH3:24])([CH3:23])[C:20]([CH3:26])([CH3:25])[O:19]3)[CH:9]=[C:4]2[C:3]([C:12]2[CH:13]=[N:14][CH:15]=[CH:16][CH:17]=2)=[CH:2]1. The catalyst class is: 12.